From a dataset of Full USPTO retrosynthesis dataset with 1.9M reactions from patents (1976-2016). Predict the reactants needed to synthesize the given product. (1) Given the product [OH:55][C:56]1[CH:57]=[CH:58][C:59]2[C@@H:60]3[C@@H:68]([C@H:69]([CH2:73][CH2:74][CH2:75][CH2:76][O:77][CH2:78][CH2:79][O:80][CH2:81][CH2:82][O:83][CH2:84][C:85](=[O:86])[NH:26][C@@H:27]([CH:52]([CH3:54])[CH3:53])[C:28]([N:30]4[CH2:34][C@H:33]([OH:35])[CH2:32][C@H:31]4[C:36]([NH:38][CH2:39][C:40]4[CH:45]=[CH:44][C:43]([C:46]5[S:50][CH:49]=[N:48][C:47]=5[CH3:51])=[CH:42][CH:41]=4)=[O:37])=[O:29])[CH2:70][C:71]=2[CH:72]=1)[C@H:67]1[C@@:63]([CH3:89])([C@@H:64]([OH:88])[CH2:65][CH2:66]1)[CH2:62][CH2:61]3, predict the reactants needed to synthesize it. The reactants are: CN(C(ON1N=NC2C=CC=NC1=2)=[N+](C)C)C.F[P-](F)(F)(F)(F)F.Cl.[NH2:26][C@@H:27]([CH:52]([CH3:54])[CH3:53])[C:28]([N:30]1[CH2:34][C@H:33]([OH:35])[CH2:32][C@H:31]1[C:36]([NH:38][CH2:39][C:40]1[CH:45]=[CH:44][C:43]([C:46]2[S:50][CH:49]=[N:48][C:47]=2[CH3:51])=[CH:42][CH:41]=1)=[O:37])=[O:29].[OH:55][C:56]1[CH:57]=[CH:58][C:59]2[C@@H:60]3[C@@H:68]([C@H:69]([CH2:73][CH2:74][CH2:75][CH2:76][O:77][CH2:78][CH2:79][O:80][CH2:81][CH2:82][O:83][CH2:84][C:85](O)=[O:86])[CH2:70][C:71]=2[CH:72]=1)[C@H:67]1[C@@:63]([CH3:89])([C@@H:64]([OH:88])[CH2:65][CH2:66]1)[CH2:62][CH2:61]3.CCN(C(C)C)C(C)C. (2) Given the product [CH2:1]([O:3][C:4](=[O:37])[CH2:5][C@@H:6]([N:10]1[C:14]2[CH:15]=[CH:16][CH:17]=[CH:18][C:13]=2[N:12]([CH2:19][C:20]2[C:21]3[S:30][C:31](=[O:35])[NH:27][C:22]=3[CH:23]=[C:24]([Br:26])[CH:25]=2)[C:11]1=[O:36])[CH2:7][CH2:8][CH3:9])[CH3:2], predict the reactants needed to synthesize it. The reactants are: [CH2:1]([O:3][C:4](=[O:37])[CH2:5][C@@H:6]([N:10]1[C:14]2[CH:15]=[CH:16][CH:17]=[CH:18][C:13]=2[N:12]([CH2:19][C:20]2[CH:25]=[C:24]([Br:26])[CH:23]=[C:22]([N+:27]([O-])=O)[C:21]=2[S:30][C:31](=[O:35])N(C)C)[C:11]1=[O:36])[CH2:7][CH2:8][CH3:9])[CH3:2].C(O)C.[Sn](Cl)(Cl)(Cl)Cl.